Task: Predict which catalyst facilitates the given reaction.. Dataset: Catalyst prediction with 721,799 reactions and 888 catalyst types from USPTO (1) Reactant: [N:1]([O-])=O.[Na+].[ClH:5].Cl.[CH3:7][C:8]1[CH:9]=[CH:10][C:11]([CH2:14][O:15][C:16]2[CH:22]=[CH:21][C:19]([NH2:20])=[CH:18][CH:17]=2)=[N:12][CH:13]=1.Cl.S(S([O-])=O)([O-])=O.[Na+].[Na+].[OH-].[Na+]. Product: [ClH:5].[ClH:5].[NH:20]([C:19]1[CH:21]=[CH:22][C:16]([O:15][CH2:14][C:11]2[CH:10]=[CH:9][C:8]([CH3:7])=[CH:13][N:12]=2)=[CH:17][CH:18]=1)[NH2:1]. The catalyst class is: 6. (2) Reactant: [Cl:1][C:2]1[N:6]([CH3:7])[N:5]=[C:4]([C:8]2[CH:13]=[CH:12][CH:11]=[CH:10][N:9]=2)[C:3]=1[CH:14]([C:16]1[CH:21]=[CH:20][C:19]([Cl:22])=[CH:18][C:17]=1[CH3:23])[OH:15].CC(OI1(OC(C)=O)(OC(C)=O)OC(=O)C2C=CC=CC1=2)=O.C([O-])(O)=O.[Na+]. Product: [Cl:1][C:2]1[N:6]([CH3:7])[N:5]=[C:4]([C:8]2[CH:13]=[CH:12][CH:11]=[CH:10][N:9]=2)[C:3]=1[C:14]([C:16]1[CH:21]=[CH:20][C:19]([Cl:22])=[CH:18][C:17]=1[CH3:23])=[O:15]. The catalyst class is: 2. (3) Reactant: [C:1]12([NH2:11])[CH2:10][CH:5]3[CH2:6][CH:7]([CH2:9][CH:3]([CH2:4]3)[CH2:2]1)[CH2:8]2.Cl[CH2:13][C:14]([N:16]1[CH2:19][CH2:18][CH:17]1[C:20]#[N:21])=[O:15]. Product: [C:1]12([NH:11][CH2:13][C:14]([N:16]3[CH2:19][CH2:18][CH:17]3[C:20]#[N:21])=[O:15])[CH2:8][CH:7]3[CH2:6][CH:5]([CH2:4][CH:3]([CH2:9]3)[CH2:2]1)[CH2:10]2. The catalyst class is: 9. (4) Reactant: [CH3:1][O:2][C:3]1[CH:8]=[C:7]([NH:9][C:10]2[C:11]3[CH:18]=[C:17]([C:19]4[CH:24]=[CH:23][C:22]([CH2:25]Cl)=[CH:21][CH:20]=4)[NH:16][C:12]=3[N:13]=[CH:14][N:15]=2)[CH:6]=[CH:5][N:4]=1.[NH:27]1[CH2:32][CH2:31][O:30][CH2:29][CH2:28]1.[Na+].[I-]. Product: [CH3:1][O:2][C:3]1[CH:8]=[C:7]([NH:9][C:10]2[C:11]3[CH:18]=[C:17]([C:19]4[CH:24]=[CH:23][C:22]([CH2:25][N:27]5[CH2:32][CH2:31][O:30][CH2:29][CH2:28]5)=[CH:21][CH:20]=4)[NH:16][C:12]=3[N:13]=[CH:14][N:15]=2)[CH:6]=[CH:5][N:4]=1. The catalyst class is: 8. (5) The catalyst class is: 4. Reactant: [CH2:1]([N:3]1[C:7]([CH2:8]O)=[CH:6][CH:5]=[N:4]1)[CH3:2].S(Cl)([Cl:12])=O. Product: [Cl:12][CH2:8][C:7]1[N:3]([CH2:1][CH3:2])[N:4]=[CH:5][CH:6]=1.